Dataset: Peptide-MHC class I binding affinity with 185,985 pairs from IEDB/IMGT. Task: Regression. Given a peptide amino acid sequence and an MHC pseudo amino acid sequence, predict their binding affinity value. This is MHC class I binding data. (1) The peptide sequence is VMYMGTLSY. The MHC is Patr-B0101 with pseudo-sequence Patr-B0101. The binding affinity (normalized) is 0. (2) The MHC is H-2-Db with pseudo-sequence H-2-Db. The peptide sequence is SSPASFEKKF. The binding affinity (normalized) is 0. (3) The peptide sequence is SPKTPDYPL. The MHC is HLA-B54:01 with pseudo-sequence HLA-B54:01. The binding affinity (normalized) is 0.250. (4) The peptide sequence is PTSETMYLTM. The MHC is HLA-A02:01 with pseudo-sequence HLA-A02:01. The binding affinity (normalized) is 0.420. (5) The binding affinity (normalized) is 0.0847. The MHC is HLA-C06:02 with pseudo-sequence HLA-C06:02. The peptide sequence is LPADPASVL. (6) The peptide sequence is TTTDGYAHV. The MHC is HLA-A02:12 with pseudo-sequence HLA-A02:12. The binding affinity (normalized) is 0.0847. (7) The peptide sequence is PLTNQRYRV. The MHC is HLA-A02:19 with pseudo-sequence HLA-A02:19. The binding affinity (normalized) is 0.383. (8) The peptide sequence is LPPVVPPLI. The MHC is HLA-A24:03 with pseudo-sequence HLA-A24:03. The binding affinity (normalized) is 0.0847. (9) The peptide sequence is RVKQHMASM. The MHC is HLA-C07:01 with pseudo-sequence HLA-C07:01. The binding affinity (normalized) is 0.334.